Dataset: Full USPTO retrosynthesis dataset with 1.9M reactions from patents (1976-2016). Task: Predict the reactants needed to synthesize the given product. (1) Given the product [CH3:37][O:36][C:32]1[CH:31]=[C:30]([CH2:29][NH:1][C:2]2[C:10]3[C:5](=[CH:6][CH:7]=[C:8]([C:11]4[CH:16]=[C:15]([C:17]5[CH:22]=[CH:21][CH:20]=[CH:19][C:18]=5[O:23][CH2:24][CH:25]([CH3:26])[CH3:27])[NH:14][C:13](=[O:28])[N:12]=4)[CH:9]=3)[NH:4][N:3]=2)[CH:35]=[CH:34][CH:33]=1, predict the reactants needed to synthesize it. The reactants are: [NH2:1][C:2]1[C:10]2[C:5](=[CH:6][CH:7]=[C:8]([C:11]3[CH:16]=[C:15]([C:17]4[CH:22]=[CH:21][CH:20]=[CH:19][C:18]=4[O:23][CH2:24][CH:25]([CH3:27])[CH3:26])[NH:14][C:13](=[O:28])[N:12]=3)[CH:9]=2)[NH:4][N:3]=1.[CH:29](=O)[C:30]1[CH:35]=[CH:34][CH:33]=[C:32]([O:36][CH3:37])[CH:31]=1.C([BH3-])#N.[Na+]. (2) Given the product [NH2:1][CH2:2][CH2:3][CH2:4][CH2:5][CH2:6][CH2:7][CH2:8][CH2:9][NH:10][C:11]1[N:16]=[C:15]([O:17][CH2:18][C:19]([F:20])([F:21])[F:22])[N:14]=[C:13]([NH:23][C:24]2[CH:25]=[CH:26][C:27]([C:28]([OH:30])=[O:29])=[CH:32][CH:33]=2)[N:12]=1, predict the reactants needed to synthesize it. The reactants are: [NH2:1][CH2:2][CH2:3][CH2:4][CH2:5][CH2:6][CH2:7][CH2:8][CH2:9][NH:10][C:11]1[N:16]=[C:15]([O:17][CH2:18][C:19]([F:22])([F:21])[F:20])[N:14]=[C:13]([NH:23][C:24]2[CH:33]=[CH:32][C:27]([C:28]([O:30]C)=[O:29])=[CH:26][CH:25]=2)[N:12]=1.C(=O)([O-])[O-].[K+].[K+].Cl. (3) Given the product [C:1]([C:3]1[CH:11]=[C:7]([C:8]([NH:21][CH2:22][C:23]2[CH:24]=[CH:25][C:26]([C:27]([O:29][CH3:30])=[O:28])=[CH:31][CH:32]=2)=[O:10])[C:6]([O:12][C:13]2[CH:18]=[CH:17][C:16]([F:19])=[CH:15][CH:14]=2)=[N:5][CH:4]=1)#[N:2], predict the reactants needed to synthesize it. The reactants are: [C:1]([C:3]1[CH:4]=[N:5][C:6]([O:12][C:13]2[CH:18]=[CH:17][C:16]([F:19])=[CH:15][CH:14]=2)=[C:7]([CH:11]=1)[C:8]([OH:10])=O)#[N:2].Cl.[NH2:21][CH2:22][C:23]1[CH:32]=[CH:31][C:26]([C:27]([O:29][CH3:30])=[O:28])=[CH:25][CH:24]=1.